This data is from Full USPTO retrosynthesis dataset with 1.9M reactions from patents (1976-2016). The task is: Predict the reactants needed to synthesize the given product. (1) Given the product [CH3:1][C:2]1[C:11]2[CH:10]=[N:9][C:8]([S:12]([CH3:13])=[O:34])=[N:7][C:6]=2[N:5]([C:14]2[CH:15]=[C:16]([NH:20][C:21](=[O:24])[CH:22]=[CH2:23])[CH:17]=[CH:18][CH:19]=2)[C:4](=[O:25])[CH:3]=1, predict the reactants needed to synthesize it. The reactants are: [CH3:1][C:2]1[C:11]2[CH:10]=[N:9][C:8]([S:12][CH3:13])=[N:7][C:6]=2[N:5]([C:14]2[CH:15]=[C:16]([NH:20][C:21](=[O:24])[CH:22]=[CH2:23])[CH:17]=[CH:18][CH:19]=2)[C:4](=[O:25])[CH:3]=1.C1C=C(Cl)C=C(C(OO)=[O:34])C=1.C([O-])([O-])=O.[K+].[K+]. (2) Given the product [CH:12]1([O:17][C:18](=[O:25])[C@@H:19]([NH2:24])[CH2:20][CH:21]([CH3:22])[CH3:23])[CH2:13][CH2:14][CH2:15][CH2:16]1, predict the reactants needed to synthesize it. The reactants are: C1(C)C=CC(S(O)(=O)=O)=CC=1.[CH:12]1([O:17][C:18](=[O:25])[C@@H:19]([NH2:24])[CH2:20][CH:21]([CH3:23])[CH3:22])[CH2:16][CH2:15][CH2:14][CH2:13]1. (3) Given the product [NH:39]1[C:40]2[C:36](=[C:35]([C:33]3[CH:32]=[C:31]([NH:54][S:55]([CH3:58])(=[O:56])=[O:57])[CH:30]=[C:29]([C:27]([C:23]4[CH:22]=[N:21][CH:26]=[CH:25][CH:24]=4)=[O:28])[CH:34]=3)[CH:43]=[CH:42][CH:41]=2)[CH:37]=[CH:38]1, predict the reactants needed to synthesize it. The reactants are: BrC1C=C(NS(C)(=O)=O)C=C(C(C2C=NC=CC=2)=O)C=1.[N:21]1[CH:26]=[CH:25][CH:24]=[C:23]([C:27]([C:29]2[CH:30]=[C:31]([NH:54][S:55]([CH3:58])(=[O:57])=[O:56])[CH:32]=[C:33]([C:35]3[CH:43]=[CH:42][CH:41]=[C:40]4[C:36]=3[CH:37]=[CH:38][N:39]4[Si](C(C)C)(C(C)C)C(C)C)[CH:34]=2)=[O:28])[CH:22]=1.